Dataset: Catalyst prediction with 721,799 reactions and 888 catalyst types from USPTO. Task: Predict which catalyst facilitates the given reaction. Reactant: [CH2:1]([CH:4]1[CH2:9][CH2:8][CH:7]([CH2:10][CH2:11][CH:12]([OH:15])[CH2:13][OH:14])[CH2:6][CH2:5]1)[CH2:2][CH3:3].[C:16](Cl)(Cl)=[S:17].C1C=CC=CC=1. Product: [CH2:1]([CH:4]1[CH2:9][CH2:8][CH:7]([CH2:10][CH2:11][CH:12]2[CH2:13][O:14][C:16](=[S:17])[O:15]2)[CH2:6][CH2:5]1)[CH2:2][CH3:3]. The catalyst class is: 17.